Dataset: NCI-60 drug combinations with 297,098 pairs across 59 cell lines. Task: Regression. Given two drug SMILES strings and cell line genomic features, predict the synergy score measuring deviation from expected non-interaction effect. (1) Drug 2: C1=NC2=C(N1)C(=S)N=CN2. Drug 1: CC(C1=C(C=CC(=C1Cl)F)Cl)OC2=C(N=CC(=C2)C3=CN(N=C3)C4CCNCC4)N. Cell line: UACC62. Synergy scores: CSS=6.99, Synergy_ZIP=-10.5, Synergy_Bliss=-20.1, Synergy_Loewe=-24.5, Synergy_HSA=-20.1. (2) Drug 1: C1=C(C(=O)NC(=O)N1)N(CCCl)CCCl. Drug 2: C1=CC(=CC=C1C#N)C(C2=CC=C(C=C2)C#N)N3C=NC=N3. Cell line: HCT-15. Synergy scores: CSS=30.7, Synergy_ZIP=1.42, Synergy_Bliss=4.43, Synergy_Loewe=1.85, Synergy_HSA=3.43. (3) Drug 1: CC1=CC2C(CCC3(C2CCC3(C(=O)C)OC(=O)C)C)C4(C1=CC(=O)CC4)C. Drug 2: CC1=C(C(CCC1)(C)C)C=CC(=CC=CC(=CC(=O)O)C)C. Cell line: SF-295. Synergy scores: CSS=3.40, Synergy_ZIP=0.293, Synergy_Bliss=3.02, Synergy_Loewe=2.38, Synergy_HSA=0.288. (4) Drug 1: COC1=CC(=CC(=C1O)OC)C2C3C(COC3=O)C(C4=CC5=C(C=C24)OCO5)OC6C(C(C7C(O6)COC(O7)C8=CC=CS8)O)O. Drug 2: C1=C(C(=O)NC(=O)N1)N(CCCl)CCCl. Cell line: EKVX. Synergy scores: CSS=29.6, Synergy_ZIP=-8.16, Synergy_Bliss=0.726, Synergy_Loewe=-18.2, Synergy_HSA=2.13. (5) Drug 1: CC1=CC2C(CCC3(C2CCC3(C(=O)C)OC(=O)C)C)C4(C1=CC(=O)CC4)C. Drug 2: CC12CCC3C(C1CCC2O)C(CC4=C3C=CC(=C4)O)CCCCCCCCCS(=O)CCCC(C(F)(F)F)(F)F. Cell line: OVCAR-5. Synergy scores: CSS=-1.80, Synergy_ZIP=0.00609, Synergy_Bliss=0.740, Synergy_Loewe=-3.75, Synergy_HSA=-2.74. (6) Drug 1: COC1=C(C=C2C(=C1)N=CN=C2NC3=CC(=C(C=C3)F)Cl)OCCCN4CCOCC4. Drug 2: C1=CC(=CC=C1CC(C(=O)O)N)N(CCCl)CCCl.Cl. Cell line: SF-295. Synergy scores: CSS=8.27, Synergy_ZIP=-6.41, Synergy_Bliss=4.08, Synergy_Loewe=4.57, Synergy_HSA=5.11. (7) Drug 1: CC1C(C(=O)NC(C(=O)N2CCCC2C(=O)N(CC(=O)N(C(C(=O)O1)C(C)C)C)C)C(C)C)NC(=O)C3=C4C(=C(C=C3)C)OC5=C(C(=O)C(=C(C5=N4)C(=O)NC6C(OC(=O)C(N(C(=O)CN(C(=O)C7CCCN7C(=O)C(NC6=O)C(C)C)C)C)C(C)C)C)N)C. Drug 2: CCN(CC)CCCC(C)NC1=C2C=C(C=CC2=NC3=C1C=CC(=C3)Cl)OC. Cell line: RPMI-8226. Synergy scores: CSS=48.1, Synergy_ZIP=-0.122, Synergy_Bliss=1.77, Synergy_Loewe=-13.1, Synergy_HSA=3.68.